Dataset: Full USPTO retrosynthesis dataset with 1.9M reactions from patents (1976-2016). Task: Predict the reactants needed to synthesize the given product. (1) Given the product [C:16]([C:18]1[C:23]2[N:24]([CH2:27][C:28]([NH:2][C@H:3]([C:5]3[CH:10]=[CH:9][C:8]([C:11]([C:12]#[N:13])([CH3:14])[CH3:15])=[CH:7][CH:6]=3)[CH3:4])=[O:29])[CH:25]=[N:26][C:22]=2[CH:21]=[CH:20][CH:19]=1)#[N:17], predict the reactants needed to synthesize it. The reactants are: Cl.[NH2:2][CH:3]([C:5]1[CH:10]=[CH:9][C:8]([C:11]([CH3:15])([CH3:14])[C:12]#[N:13])=[CH:7][CH:6]=1)[CH3:4].[C:16]([C:18]1[C:23]2[N:24]([CH2:27][C:28](O)=[O:29])[CH:25]=[N:26][C:22]=2[CH:21]=[CH:20][CH:19]=1)#[N:17].CN(C(ON1N=NC2C=CC=NC1=2)=[N+](C)C)C.F[P-](F)(F)(F)(F)F. (2) Given the product [CH3:2][N:6]1[CH2:5][CH2:4][N:3]([C:9]2[CH:14]=[C:13]([CH2:15][N:16]3[CH:21]=[C:20]([C:22]4[O:26][N:25]=[C:24]([C:27]5[CH:32]=[CH:31][C:30]([S:33][C:34]([F:36])([F:37])[F:35])=[CH:29][CH:28]=5)[N:23]=4)[CH:19]=[CH:18][C:17]3=[O:38])[CH:12]=[CH:11][N:10]=2)[CH2:8][CH2:7]1, predict the reactants needed to synthesize it. The reactants are: I[CH3:2].[N:3]1([C:9]2[CH:14]=[C:13]([CH2:15][N:16]3[CH:21]=[C:20]([C:22]4[O:26][N:25]=[C:24]([C:27]5[CH:32]=[CH:31][C:30]([S:33][C:34]([F:37])([F:36])[F:35])=[CH:29][CH:28]=5)[N:23]=4)[CH:19]=[CH:18][C:17]3=[O:38])[CH:12]=[CH:11][N:10]=2)[CH2:8][CH2:7][NH:6][CH2:5][CH2:4]1. (3) The reactants are: [O:1]1[CH2:6][CH2:5][CH2:4][CH2:3][CH:2]1[N:7]1[C:11]2[CH:12]=[CH:13][C:14]([CH:16]=O)=[CH:15][C:10]=2[N:9]=[CH:8]1.[CH3:18][NH2:19]. Given the product [O:1]1[CH2:6][CH2:5][CH2:4][CH2:3][CH:2]1[N:7]1[C:11]2[CH:12]=[CH:13][C:14]([CH:16]=[N:19][CH3:18])=[CH:15][C:10]=2[N:9]=[CH:8]1, predict the reactants needed to synthesize it. (4) Given the product [CH3:1][O:2][C:3]1[CH:4]=[CH:5][C:6]([N:9]2[CH2:14][CH2:13][N:12]([C:15]3[C:26]([CH3:27])=[C:19]([CH3:20])[C:18]4[O:22][C:21]([CH3:24])([CH3:23])[CH:28]([N:30]5[CH2:34][CH2:33][CH2:32][CH2:31]5)[C:17]=4[C:16]=3[CH3:29])[CH2:11][CH2:10]2)=[CH:7][CH:8]=1, predict the reactants needed to synthesize it. The reactants are: [CH3:1][O:2][C:3]1[CH:8]=[CH:7][C:6]([N:9]2[CH2:14][CH2:13][N:12]([C:15]3[C:16]([CH3:29])=[C:17]([CH3:28])[C:18]4[O:22][C:21]([CH3:24])([CH3:23])[CH:20](O)[C:19]=4[C:26]=3[CH3:27])[CH2:11][CH2:10]2)=[CH:5][CH:4]=1.[NH:30]1[CH2:34][CH2:33][CH2:32][CH2:31]1. (5) Given the product [C:1]([C:3]1[CH:8]=[CH:7][C:6]([NH:9][C:10]2[C:21]([F:22])=[C:20]([F:23])[CH:19]=[CH:18][C:11]=2[C:12](=[O:13])[CH2:28][CH2:27][CH:26]=[CH2:25])=[C:5]([F:24])[CH:4]=1)#[CH:2], predict the reactants needed to synthesize it. The reactants are: [C:1]([C:3]1[CH:8]=[CH:7][C:6]([NH:9][C:10]2[C:21]([F:22])=[C:20]([F:23])[CH:19]=[CH:18][C:11]=2[C:12](N(OC)C)=[O:13])=[C:5]([F:24])[CH:4]=1)#[CH:2].[CH2:25]([Mg]Br)[CH2:26][CH:27]=[CH2:28].